Dataset: Catalyst prediction with 721,799 reactions and 888 catalyst types from USPTO. Task: Predict which catalyst facilitates the given reaction. Reactant: [S:1]1[CH2:7][CH2:6][C:5](=O)[NH:4][CH2:3][CH2:2]1.[H-].[H-].[H-].[H-].[Li+].[Al+3].C(O)(C(F)(F)F)=O.[C:22](O[C:22]([O:24][C:25]([CH3:28])([CH3:27])[CH3:26])=[O:23])([O:24][C:25]([CH3:28])([CH3:27])[CH3:26])=[O:23]. Product: [S:1]1[CH2:7][CH2:6][CH2:5][N:4]([C:22]([O:24][C:25]([CH3:28])([CH3:27])[CH3:26])=[O:23])[CH2:3][CH2:2]1. The catalyst class is: 1.